From a dataset of Full USPTO retrosynthesis dataset with 1.9M reactions from patents (1976-2016). Predict the reactants needed to synthesize the given product. (1) Given the product [OH:14][C:11]1[CH:10]=[C:9]2[C:8]([C:6](=[O:7])[CH2:5][CH2:4][O:15]2)=[CH:13][CH:12]=1, predict the reactants needed to synthesize it. The reactants are: [OH-].[Na+].Cl[CH2:4][CH2:5][C:6]([C:8]1[CH:13]=[CH:12][C:11]([OH:14])=[CH:10][C:9]=1[OH:15])=[O:7].S(=O)(=O)(O)O. (2) Given the product [ClH:38].[NH2:29][C@H:19]([C:12]1[C:11]([C:6]2[CH:7]=[CH:8][CH:9]=[C:10]3[C:5]=2[N:4]([CH3:37])[N:3]=[C:2]3[NH2:1])=[CH:16][N:15]=[C:14]([S:17][CH3:18])[N:13]=1)[CH2:20][C:21]1[CH:22]=[C:23]([F:28])[CH:24]=[C:25]([F:27])[CH:26]=1, predict the reactants needed to synthesize it. The reactants are: [NH2:1][C:2]1[C:10]2[C:5](=[C:6]([C:11]3[C:12]([C@@H:19]([NH:29]C(=O)OC(C)(C)C)[CH2:20][C:21]4[CH:26]=[C:25]([F:27])[CH:24]=[C:23]([F:28])[CH:22]=4)=[N:13][C:14]([S:17][CH3:18])=[N:15][CH:16]=3)[CH:7]=[CH:8][CH:9]=2)[N:4]([CH3:37])[N:3]=1.[ClH:38].O1CCOCC1. (3) The reactants are: C1(C)C=C[C:4]([S:7]([OH:10])(=[O:9])=[O:8])=CC=1.[CH3:12][CH:13]([CH3:20])[CH2:14][C:15]([O:17][CH2:18]Cl)=[O:16]. Given the product [CH3:12][CH:13]([CH3:20])[CH2:14][C:15]([O:17][CH2:18][O:10][S:7]([CH3:4])(=[O:8])=[O:9])=[O:16], predict the reactants needed to synthesize it. (4) Given the product [F:1][C:2]([F:15])([F:14])[S:3]([O:6][C:17]1[CH2:22][CH2:21][CH:20]([C:23]([O:25][CH2:26][CH3:27])=[O:24])[CH2:19][CH:18]=1)(=[O:5])=[O:4], predict the reactants needed to synthesize it. The reactants are: [F:1][C:2]([F:15])([F:14])[S:3]([O:6]S(C(F)(F)F)(=O)=O)(=[O:5])=[O:4].O=[C:17]1[CH2:22][CH2:21][CH:20]([C:23]([O:25][CH2:26][CH3:27])=[O:24])[CH2:19][CH2:18]1.N1C(C)=CC=CC=1C. (5) Given the product [F:1][C:2]1[C:3]2[CH:4]=[C:5]3[C:14]4[N:13]=[C:12]([C:15]5[C:16]([N:35]([CH3:40])[S:36]([CH3:39])(=[O:37])=[O:38])=[CH:17][C:18]6[O:22][C:21]([C:23]7[CH:28]=[CH:27][C:26]([F:29])=[CH:25][CH:24]=7)=[C:20]([C:30]([NH:32][CH3:33])=[O:31])[C:19]=6[CH:34]=5)[CH:11]=[CH:10][C:9]=4[CH2:8][CH:7]([CH2:41][N:75]4[CH2:76][CH:73]([F:72])[CH2:74]4)[N:6]3[C:43]=2[CH:44]=[CH:45][CH:46]=1, predict the reactants needed to synthesize it. The reactants are: [F:1][C:2]1[C:3]2[CH:4]=[C:5]3[C:14]4[N:13]=[C:12]([C:15]5[C:16]([N:35]([CH3:40])[S:36]([CH3:39])(=[O:38])=[O:37])=[CH:17][C:18]6[O:22][C:21]([C:23]7[CH:28]=[CH:27][C:26]([F:29])=[CH:25][CH:24]=7)=[C:20]([C:30]([NH:32][CH3:33])=[O:31])[C:19]=6[CH:34]=5)[CH:11]=[CH:10][C:9]=4[CH2:8][CH:7]([CH2:41]O)[N:6]3[C:43]=2[CH:44]=[CH:45][CH:46]=1.FC(F)(F)S(OS(C(F)(F)F)(=O)=O)(=O)=O.C(N(CC)C(C)C)(C)C.Cl.[F:72][CH:73]1[CH2:76][NH:75][CH2:74]1. (6) Given the product [N:1]1[CH:6]=[CH:5][CH:4]=[CH:3][C:2]=1[C:7]1[C:11]([CH2:12][O:13][C:14]2[CH:22]=[CH:21][C:17]([C:18]([NH:23][CH:24]3[CH2:29][CH2:28][O:27][CH2:26][CH2:25]3)=[O:20])=[CH:16][N:15]=2)=[CH:10][O:9][N:8]=1, predict the reactants needed to synthesize it. The reactants are: [N:1]1[CH:6]=[CH:5][CH:4]=[CH:3][C:2]=1[C:7]1[C:11]([CH2:12][O:13][C:14]2[CH:22]=[CH:21][C:17]([C:18]([OH:20])=O)=[CH:16][N:15]=2)=[CH:10][O:9][N:8]=1.[NH2:23][CH:24]1[CH2:29][CH2:28][O:27][CH2:26][CH2:25]1.